The task is: Predict the reaction yield, written as a fraction of the theoretical maximum amount of product (1.0 means a 100% yield; for example, 0.34 means a 34% yield).. This data is from Reaction yield outcomes from USPTO patents with 853,638 reactions. The reactants are Cl[CH2:2][O:3][CH2:4][CH2:5][Si:6]([CH3:9])([CH3:8])[CH3:7].[OH-].[Na+].[Br:12][C:13]1[CH:14]=[C:15]2[N:21]=[CH:20][NH:19][C:16]2=[N:17][CH:18]=1.C(OC(=O)C)C. The catalyst is [Cl-].C([N+](CC)(CC)CC)C1C=CC=CC=1.C(Cl)Cl.CCCCCC. The product is [Br:12][C:13]1[CH:14]=[C:15]2[N:21]=[CH:20][N:19]([CH2:2][O:3][CH2:4][CH2:5][Si:6]([CH3:9])([CH3:8])[CH3:7])[C:16]2=[N:17][CH:18]=1. The yield is 0.144.